This data is from Forward reaction prediction with 1.9M reactions from USPTO patents (1976-2016). The task is: Predict the product of the given reaction. (1) Given the reactants [Cl:1][C:2]1[N:7]=[C:6]([N:8](C(OC(C)(C)C)=O)[N:9](C(OC(C)(C)C)=O)C(OC(C)(C)C)=O)[C:5]([F:31])=[C:4]([N:32]2[CH2:36][CH:35]([N:37]([CH3:39])[CH3:38])[CH2:34][C:33]2([CH3:41])[CH3:40])[N:3]=1.Cl, predict the reaction product. The product is: [Cl:1][C:2]1[N:3]=[C:4]([N:32]2[C:33]([CH3:41])([CH3:40])[CH2:34][CH:35]([N:37]([CH3:38])[CH3:39])[CH2:36]2)[C:5]([F:31])=[C:6]([NH:8][NH2:9])[N:7]=1. (2) Given the reactants [CH2:1]([O:3][C:4](=[O:22])[CH2:5][CH2:6][C:7](C1C=C(F)C(OCCCCl)=C(F)C=1)=[O:8])[CH3:2].C([O-])([O-])=O.[K+].[K+].C1(S([O-])(=O)=O)C=CC=CC=1, predict the reaction product. The product is: [CH2:1]([O:3][C:4](=[O:22])[CH2:5][CH2:6][CH:7]=[O:8])[CH3:2].